This data is from Forward reaction prediction with 1.9M reactions from USPTO patents (1976-2016). The task is: Predict the product of the given reaction. (1) Given the reactants [C:1]([O:5][C:6](CNCCCC(O)=O)=[O:7])([CH3:4])([CH3:3])[CH3:2].[NH2:16][C:17]1[CH:18]=[C:19]([CH2:23][CH2:24][N:25]([CH2:55][C:56]2[CH:61]=[CH:60][CH:59]=[CH:58][CH:57]=2)[CH2:26][C@@H:27]([C:36]2[CH:45]=[CH:44][C:43]([O:46][CH2:47][C:48]3[CH:53]=[CH:52][CH:51]=[CH:50][CH:49]=3)=[C:42]3[C:37]=2[CH:38]=[CH:39][C:40](=[O:54])[NH:41]3)[O:28][Si:29]([C:32]([CH3:35])([CH3:34])[CH3:33])([CH3:31])[CH3:30])[CH:20]=[CH:21][CH:22]=1.[N:62]1[C:67](C)=[CH:66][CH:65]=[CH:64][C:63]=1C.CCN=C=NCCCN(C)C.Cl.[OH:82]N1C2N=CC=CC=2N=N1, predict the reaction product. The product is: [C:1]([O:5][C:6](=[O:7])[N:62]([CH2:63][CH2:64][CH2:65][C:66](=[O:82])[NH:16][C:17]1[CH:22]=[CH:21][CH:20]=[C:19]([CH2:23][CH2:24][N:25]([CH2:55][C:56]2[CH:61]=[CH:60][CH:59]=[CH:58][CH:57]=2)[CH2:26][C@@H:27]([C:36]2[CH:45]=[CH:44][C:43]([O:46][CH2:47][C:48]3[CH:53]=[CH:52][CH:51]=[CH:50][CH:49]=3)=[C:42]3[C:37]=2[CH:38]=[CH:39][C:40](=[O:54])[NH:41]3)[O:28][Si:29]([C:32]([CH3:33])([CH3:35])[CH3:34])([CH3:30])[CH3:31])[CH:18]=1)[CH3:67])([CH3:4])([CH3:3])[CH3:2]. (2) Given the reactants [C:1]([O:4][CH2:5][C:6]([NH:29][C:30](=[O:32])[CH3:31])([CH2:24][O:25][C:26](=[O:28])[CH3:27])[CH2:7][CH2:8][C:9]1[CH:14]=[CH:13][C:12](B2OCC(C)(C)CO2)=[CH:11][C:10]=1[Cl:23])(=[O:3])[CH3:2].[Br:33][C:34]1[CH:39]=[CH:38][C:37](I)=[C:36]([F:41])[CH:35]=1.C(=O)([O-])O.[Na+].O, predict the reaction product. The product is: [C:26]([O:25][CH2:24][C:6]([NH:29][C:30](=[O:32])[CH3:31])([CH2:5][O:4][C:1](=[O:3])[CH3:2])[CH2:7][CH2:8][C:9]1[CH:14]=[CH:13][C:12]([C:37]2[CH:38]=[CH:39][C:34]([Br:33])=[CH:35][C:36]=2[F:41])=[CH:11][C:10]=1[Cl:23])(=[O:28])[CH3:27]. (3) Given the reactants Cl[C:2]1[CH:7]=[C:6]([O:8][CH2:9][C:10]#[C:11][CH3:12])[N:5]=[CH:4][N:3]=1.C(=O)([O-])[O-].[K+].[K+].[F:19][C:20]1[CH:25]=[CH:24][CH:23]=[CH:22][C:21]=1[OH:26].[Cl-].[NH4+], predict the reaction product. The product is: [F:19][C:20]1[CH:25]=[CH:24][CH:23]=[CH:22][C:21]=1[O:26][C:2]1[CH:7]=[C:6]([O:8][CH2:9][C:10]#[C:11][CH3:12])[N:5]=[CH:4][N:3]=1.